Dataset: Reaction yield outcomes from USPTO patents with 853,638 reactions. Task: Predict the reaction yield, written as a fraction of the theoretical maximum amount of product (1.0 means a 100% yield; for example, 0.34 means a 34% yield). (1) The reactants are [N:1]1[CH:6]=[CH:5][CH:4]=[C:3]([CH2:7][NH:8][C:9]([NH:11][C:12]2[CH:17]=[CH:16][C:15](B3OC(C)(C)C(C)(C)O3)=[CH:14][CH:13]=2)=[O:10])[CH:2]=1.I[C:28]1[C:36]2[C:31](=[CH:32][CH:33]=[CH:34][CH:35]=2)[N:30]([CH2:37][CH2:38][N:39]2[CH2:44][CH2:43][CH2:42][CH2:41][CH2:40]2)[N:29]=1.C(O)C.C([O-])(O)=O.[Na+]. The catalyst is C(COC)OC.[Pd].C1(P(C2C=CC=CC=2)C2C=CC=CC=2)C=CC=CC=1.C1(P(C2C=CC=CC=2)C2C=CC=CC=2)C=CC=CC=1.C1(P(C2C=CC=CC=2)C2C=CC=CC=2)C=CC=CC=1.C1(P(C2C=CC=CC=2)C2C=CC=CC=2)C=CC=CC=1. The product is [N:39]1([CH2:38][CH2:37][N:30]2[C:31]3[C:36](=[CH:35][CH:34]=[CH:33][CH:32]=3)[C:28]([C:15]3[CH:14]=[CH:13][C:12]([NH:11][C:9]([NH:8][CH2:7][C:3]4[CH:2]=[N:1][CH:6]=[CH:5][CH:4]=4)=[O:10])=[CH:17][CH:16]=3)=[N:29]2)[CH2:40][CH2:41][CH2:42][CH2:43][CH2:44]1. The yield is 0.770. (2) The reactants are C(OO)(C)(C)C.[Br:7][C:8]1[CH:9]=[C:10]([C:14]2([C:28]3[CH:33]=[CH:32][C:31]([O:34][CH3:35])=[CH:30][CH:29]=3)[C:18]3=[N:19][CH2:20][CH:21]([S:23]([CH3:26])(=[O:25])=[O:24])[CH2:22][N:17]3[C:16](=S)[NH:15]2)[CH:11]=[CH:12][CH:13]=1.[NH3:36]. The catalyst is CO. The product is [Br:7][C:8]1[CH:9]=[C:10]([C:14]2([C:28]3[CH:29]=[CH:30][C:31]([O:34][CH3:35])=[CH:32][CH:33]=3)[C:18]3=[N:19][CH2:20][CH:21]([S:23]([CH3:26])(=[O:25])=[O:24])[CH2:22][N:17]3[C:16]([NH2:36])=[N:15]2)[CH:11]=[CH:12][CH:13]=1. The yield is 0.620. (3) The reactants are [C:9]1([S:8][S:8][C:9]2[CH:14]=[CH:13][CH:12]=[CH:11][CH:10]=2)[CH:14]=[CH:13][CH:12]=[CH:11][CH:10]=1.Br[C:16]1[S:17][C:18]2[NH:23][C:22]([C:24]([NH2:26])=[O:25])=[CH:21][C:19]=2[N:20]=1.C(=O)([O-])[O-].[Cs+].[Cs+]. The catalyst is CN(C=O)C. The product is [C:9]1([S:8][C:16]2[S:17][C:18]3[NH:23][C:22]([C:24]([NH2:26])=[O:25])=[C:21]([S:8][C:9]4[CH:10]=[CH:11][CH:12]=[CH:13][CH:14]=4)[C:19]=3[N:20]=2)[CH:14]=[CH:13][CH:12]=[CH:11][CH:10]=1. The yield is 0.0650. (4) The reactants are [Cl:1][C:2]1[C:3]([C:8]2[CH:9]=[C:10]3[C:14](=[CH:15][CH:16]=2)[NH:13][N:12]=[C:11]3[NH:17][C:18]2[S:19][C:20]([CH:23]=O)=[CH:21][N:22]=2)=[N:4][CH:5]=[CH:6][CH:7]=1.[CH3:25][NH2:26].[Na].[C:28](=[O:31])([O-])[OH:29].[Na+]. The catalyst is C(OCC)(=O)C.O1CCCC1. The product is [Cl:1][C:2]1[C:3]([C:8]2[CH:9]=[C:10]3[C:14](=[CH:15][CH:16]=2)[NH:13][N:12]=[C:11]3[NH:17][C:18]2[S:19][C:20]([CH2:23][N:26]([CH3:25])[C:28](=[O:31])[O:29][C:8]([CH3:9])([CH3:16])[CH3:3])=[CH:21][N:22]=2)=[N:4][CH:5]=[CH:6][CH:7]=1. The yield is 0.370.